Predict the reactants needed to synthesize the given product. From a dataset of Full USPTO retrosynthesis dataset with 1.9M reactions from patents (1976-2016). (1) Given the product [OH:8][C@H:3]1[CH2:4][CH2:5][CH2:6][CH2:7][C@@H:2]1[NH:1][CH:25]1[CH2:24][CH2:23][N:22]([C:10]2([CH3:9])[CH2:14][CH2:13][N:12]([C:15]([O:17][C:18]([CH3:21])([CH3:20])[CH3:19])=[O:16])[CH2:11]2)[CH2:27][CH2:26]1, predict the reactants needed to synthesize it. The reactants are: [NH2:1][C@H:2]1[CH2:7][CH2:6][CH2:5][CH2:4][C@@H:3]1[OH:8].[CH3:9][C:10]1([N:22]2[CH2:27][CH2:26][C:25](=O)[CH2:24][CH2:23]2)[CH2:14][CH2:13][N:12]([C:15]([O:17][C:18]([CH3:21])([CH3:20])[CH3:19])=[O:16])[CH2:11]1.C(O)(=O)C.[Na].[OH-].[Na+]. (2) The reactants are: [CH2:1]([NH:5][C:6]([C:8]1[CH:24]=[CH:23][C:11]2[S:12][C:13]3[CH:21]=[CH:20][C:19]([Cl:22])=[CH:18][C:14]=3[C:15](Cl)=[N:16][C:10]=2[CH:9]=1)=[O:7])[CH2:2][CH2:3][CH3:4].[I-].[Cl:26][C:27]1[CH:28]=[C:29]([Zn+])[CH:30]=[CH:31][CH:32]=1. Given the product [CH2:1]([NH:5][C:6]([C:8]1[CH:24]=[CH:23][C:11]2[S:12][C:13]3[CH:21]=[CH:20][C:19]([Cl:22])=[CH:18][C:14]=3[C:15]([C:31]3[CH:30]=[CH:29][CH:28]=[C:27]([Cl:26])[CH:32]=3)=[N:16][C:10]=2[CH:9]=1)=[O:7])[CH2:2][CH2:3][CH3:4], predict the reactants needed to synthesize it. (3) Given the product [Cl:1][C:2]1[CH:3]=[C:4]([C:15]2[N:20]=[C:19]([CH3:21])[N:18]=[C:17]([NH2:22])[N:16]=2)[C:5]([NH:8][CH:9]2[CH2:14][CH2:13][O:12][CH2:11][CH2:10]2)=[N:6][CH:7]=1, predict the reactants needed to synthesize it. The reactants are: [Cl:1][C:2]1[CH:3]=[C:4]([C:15]2[N:20]=[C:19]([CH3:21])[N:18]=[C:17]([N:22](CC3C=CC(OC)=CC=3)CC3C=CC(OC)=CC=3)[N:16]=2)[C:5]([NH:8][CH:9]2[CH2:14][CH2:13][O:12][CH2:11][CH2:10]2)=[N:6][CH:7]=1.C(O)(C(F)(F)F)=O.S(O)(C(F)(F)F)(=O)=O. (4) Given the product [C:8]([O:12][C:13]([N:15]1[C@@H:20]([C@@H:21]([OH:33])[C@@H:22]([NH:32][C:1](=[O:3])[CH3:2])[CH2:23][C:24]2[CH:25]=[C:26]([F:31])[CH:27]=[C:28]([F:30])[CH:29]=2)[CH2:19][O:18][C@@H:17]([O:34][CH2:35][C:36]([CH3:39])([CH3:38])[CH3:37])[C@@H:16]1[CH3:40])=[O:14])([CH3:10])([CH3:9])[CH3:11], predict the reactants needed to synthesize it. The reactants are: [C:1](OC(=O)C)(=[O:3])[CH3:2].[C:8]([O:12][C:13]([N:15]1[C@@H:20]([C@H:21]([OH:33])[C@@H:22]([NH2:32])[CH2:23][C:24]2[CH:29]=[C:28]([F:30])[CH:27]=[C:26]([F:31])[CH:25]=2)[CH2:19][O:18][C@@H:17]([O:34][CH2:35][C:36]([CH3:39])([CH3:38])[CH3:37])[C@@H:16]1[CH3:40])=[O:14])([CH3:11])([CH3:10])[CH3:9].C(N(CC)CC)C. (5) Given the product [Cl:1][C:2]1[CH:3]=[CH:4][C:5]([C:8]2[CH:13]=[CH:12][C:11]([NH:14][C:15](=[O:26])[CH2:16][CH2:17][C:18]3[CH:19]=[CH:20][C:21]([CH2:24][N:28]([CH3:27])[CH2:29][C:30]4[CH:35]=[CH:34][N:33]=[CH:32][CH:31]=4)=[CH:22][CH:23]=3)=[CH:10][CH:9]=2)=[CH:6][CH:7]=1, predict the reactants needed to synthesize it. The reactants are: [Cl:1][C:2]1[CH:7]=[CH:6][C:5]([C:8]2[CH:13]=[CH:12][C:11]([NH:14][C:15](=[O:26])[CH2:16][CH2:17][C:18]3[CH:23]=[CH:22][C:21]([CH2:24]Cl)=[CH:20][CH:19]=3)=[CH:10][CH:9]=2)=[CH:4][CH:3]=1.[CH3:27][NH:28][CH2:29][C:30]1[CH:35]=[CH:34][N:33]=[CH:32][CH:31]=1.C(=O)([O-])[O-].[K+].[K+]. (6) Given the product [Cl:23][C:24]1[CH:29]=[CH:28][N:27]2[N:30]=[CH:31][C:32]([C:33]([NH:14][C:13]3[C:9]([C:3]4[CH:4]=[C:5]([Cl:8])[CH:6]=[CH:7][C:2]=4[Cl:1])=[N:10][N:11]([CH3:15])[CH:12]=3)=[O:34])=[C:26]2[N:25]=1, predict the reactants needed to synthesize it. The reactants are: [Cl:1][C:2]1[CH:7]=[CH:6][C:5]([Cl:8])=[CH:4][C:3]=1[C:9]1[C:13]([NH2:14])=[CH:12][N:11]([CH3:15])[N:10]=1.C(N(CC)CC)C.[Cl:23][C:24]1[CH:29]=[CH:28][N:27]2[N:30]=[CH:31][C:32]([C:33](Cl)=[O:34])=[C:26]2[N:25]=1. (7) Given the product [CH2:1]([O:3][C:4]([C:6]1[N:7]=[C:8]([Br:23])[N:9]([CH:20]([CH3:22])[CH3:21])[C:10]=1[CH:11]([C:13]1[CH:18]=[CH:17][C:16]([Cl:19])=[CH:15][CH:14]=1)[NH:24][CH:25]1[CH2:26][CH2:27][C:28](=[O:32])[N:29]([CH3:31])[CH2:30]1)=[O:5])[CH3:2], predict the reactants needed to synthesize it. The reactants are: [CH2:1]([O:3][C:4]([C:6]1[N:7]=[C:8]([Br:23])[N:9]([CH:20]([CH3:22])[CH3:21])[C:10]=1[CH:11]([C:13]1[CH:18]=[CH:17][C:16]([Cl:19])=[CH:15][CH:14]=1)O)=[O:5])[CH3:2].[NH2:24][CH:25]1[CH2:30][N:29]([CH3:31])[C:28](=[O:32])[CH2:27][CH2:26]1.Cl.